Dataset: Catalyst prediction with 721,799 reactions and 888 catalyst types from USPTO. Task: Predict which catalyst facilitates the given reaction. (1) Reactant: C([O:3][C:4](=[O:31])[CH2:5][CH2:6][N:7]1[C:11]2[CH:12]=[CH:13][C:14]([C:16]([N:18]3[CH2:24][C:23]4([CH3:26])[CH2:25][CH:19]3[CH2:20][C:21]([CH3:28])([CH3:27])[CH2:22]4)=[O:17])=[CH:15][C:10]=2[N:9]=[C:8]1[CH2:29][CH3:30])C.[OH-].[Na+]. Product: [CH2:29]([C:8]1[N:7]([CH2:6][CH2:5][C:4]([OH:31])=[O:3])[C:11]2[CH:12]=[CH:13][C:14]([C:16]([N:18]3[CH2:24][C:23]4([CH3:26])[CH2:25][CH:19]3[CH2:20][C:21]([CH3:27])([CH3:28])[CH2:22]4)=[O:17])=[CH:15][C:10]=2[N:9]=1)[CH3:30]. The catalyst class is: 8. (2) Reactant: [CH:1]1([C:6]2[CH:7]=[C:8]([CH:12]=[C:13]([O:15][CH3:16])[N:14]=2)[C:9]([OH:11])=O)[CH2:5][CH2:4][CH2:3][CH2:2]1.CN(C(ON1N=NC2C=CC=CC1=2)=[N+](C)C)C.[B-](F)(F)(F)F.CCN(C(C)C)C(C)C.[Cl:48][C:49]1[CH:65]=[C:64]([C:66](=[NH:69])[NH:67]O)[CH:63]=[C:62]([CH3:70])[C:50]=1[O:51][CH2:52][CH2:53][CH2:54][C:55]([O:57][C:58]([CH3:61])([CH3:60])[CH3:59])=[O:56]. Product: [Cl:48][C:49]1[CH:65]=[C:64]([C:66]2[N:67]=[C:9]([C:8]3[CH:12]=[C:13]([O:15][CH3:16])[N:14]=[C:6]([CH:1]4[CH2:2][CH2:3][CH2:4][CH2:5]4)[CH:7]=3)[O:11][N:69]=2)[CH:63]=[C:62]([CH3:70])[C:50]=1[O:51][CH2:52][CH2:53][CH2:54][C:55]([O:57][C:58]([CH3:61])([CH3:60])[CH3:59])=[O:56]. The catalyst class is: 3. (3) Product: [CH3:62][C:43]1[CH:44]=[C:45]([C:46](=[O:47])[N:48]([CH3:59])[C:49]2[CH:54]=[CH:53][C:52]([C:55]([F:56])([F:57])[F:58])=[CH:51][CH:50]=2)[CH:60]=[CH:61][C:42]=1[CH2:41][NH:40][C:35]([CH:32]1[CH2:31][CH2:30][N:29]([CH2:28][CH2:27][C:26]([CH3:25])([CH3:39])[CH3:38])[CH2:34][CH2:33]1)=[O:37]. The catalyst class is: 4. Reactant: C1CN([P+](Br)(N2CCCC2)N2CCCC2)CC1.F[P-](F)(F)(F)(F)F.[CH3:25][C:26]([CH3:39])([CH3:38])[CH2:27][CH2:28][N:29]1[CH2:34][CH2:33][CH:32]([C:35]([OH:37])=O)[CH2:31][CH2:30]1.[NH2:40][CH2:41][C:42]1[CH:61]=[CH:60][C:45]([C:46]([N:48]([CH3:59])[C:49]2[CH:54]=[CH:53][C:52]([C:55]([F:58])([F:57])[F:56])=[CH:51][CH:50]=2)=[O:47])=[CH:44][C:43]=1[CH3:62].CCN(C(C)C)C(C)C. (4) Reactant: [CH3:1][C:2]1[N:3]=[C:4]2[C:9]([NH:10][CH:11]3[C:20]4[C:15](=[CH:16][CH:17]=[CH:18][C:19]=4[CH3:21])[O:14][CH2:13][CH2:12]3)=[CH:8][C:7]([C:22]([OH:24])=O)=[CH:6][N:5]2[C:25]=1[CH3:26].[CH3:27][NH:28][CH2:29][CH2:30][OH:31].Cl.CN(C)CCCN=C=NCC.O.ON1C2C=CC=CC=2N=N1. Product: [OH:31][CH2:30][CH2:29][N:28]([CH3:27])[C:22]([C:7]1[CH:8]=[C:9]([NH:10][CH:11]2[C:20]3[C:15](=[CH:16][CH:17]=[CH:18][C:19]=3[CH3:21])[O:14][CH2:13][CH2:12]2)[C:4]2[N:5]([C:25]([CH3:26])=[C:2]([CH3:1])[N:3]=2)[CH:6]=1)=[O:24]. The catalyst class is: 4. (5) Reactant: [Br:1][CH2:2][CH2:3][C:4]1[CH:12]=[CH:11][C:7]([C:8]([OH:10])=[O:9])=[CH:6][CH:5]=1.[CH3:13]COCC.[N+](=C)=[N-]. Product: [Br:1][CH2:2][CH2:3][C:4]1[CH:12]=[CH:11][C:7]([C:8]([O:10][CH3:13])=[O:9])=[CH:6][CH:5]=1. The catalyst class is: 1.